From a dataset of Forward reaction prediction with 1.9M reactions from USPTO patents (1976-2016). Predict the product of the given reaction. (1) Given the reactants C(OC([N:8]1[C:16]2[C:11](=[CH:12][CH:13]=[CH:14][CH:15]=2)[CH2:10][C@H:9]1[CH2:17][O:18][CH3:19])=O)(C)(C)C.C(O)(C(F)(F)F)=O.[OH-].[Na+], predict the reaction product. The product is: [CH3:19][O:18][CH2:17][C@@H:9]1[CH2:10][C:11]2[C:16](=[CH:15][CH:14]=[CH:13][CH:12]=2)[NH:8]1. (2) Given the reactants [F:1][C:2]([F:49])([F:48])[C:3]1[CH:4]=[C:5]([CH:41]=[C:42]([C:44]([F:47])([F:46])[F:45])[CH:43]=1)[CH2:6][N:7]([CH2:23][C:24]1[CH:29]=[C:28]([C:30]([F:33])([F:32])[F:31])[CH:27]=[CH:26][C:25]=1[N:34]([CH2:37][CH2:38][CH2:39][CH3:40])[CH2:35][CH3:36])[C:8]1[N:13]=[CH:12][C:11]([O:14][CH2:15][CH2:16][CH2:17][C:18]([O:20]CC)=[O:19])=[CH:10][N:9]=1.[OH-].[Na+].C(OCC)(=O)C, predict the reaction product. The product is: [F:49][C:2]([F:1])([F:48])[C:3]1[CH:4]=[C:5]([CH:41]=[C:42]([C:44]([F:45])([F:46])[F:47])[CH:43]=1)[CH2:6][N:7]([CH2:23][C:24]1[CH:29]=[C:28]([C:30]([F:33])([F:32])[F:31])[CH:27]=[CH:26][C:25]=1[N:34]([CH2:37][CH2:38][CH2:39][CH3:40])[CH2:35][CH3:36])[C:8]1[N:9]=[CH:10][C:11]([O:14][CH2:15][CH2:16][CH2:17][C:18]([OH:20])=[O:19])=[CH:12][N:13]=1. (3) The product is: [Cl:1][C:2]1[CH:9]=[CH:8][C:7]([Cl:10])=[CH:6][C:3]=1[CH:4]1[CH2:19][C:20](=[O:25])[NH:33][C:13]([CH3:15])=[C:12]1[C:11]([O:17][CH3:18])=[O:16]. Given the reactants [Cl:1][C:2]1[CH:9]=[CH:8][C:7]([Cl:10])=[CH:6][C:3]=1[CH:4]=O.[C:11]([O:17][CH3:18])(=[O:16])[CH2:12][C:13]([CH3:15])=O.[CH3:19][C:20]1(C)[O:25]C(=O)CC(=O)O1.C([O-])(=O)C.[NH4+:33], predict the reaction product. (4) Given the reactants C(OC([NH:8][CH2:9][CH2:10]O)=O)(C)(C)C.[OH:12][C:13]1[CH:22]=[CH:21][C:16]([C:17]([O:19][CH3:20])=[O:18])=[CH:15][CH:14]=1.C1C=CC(P(C2C=CC=CC=2)C2C=CC=CC=2)=CC=1.CC(OC(/N=N/C(OC(C)C)=O)=O)C, predict the reaction product. The product is: [NH2:8][CH2:9][CH2:10][O:12][C:13]1[CH:14]=[CH:15][C:16]([C:17]([O:19][CH3:20])=[O:18])=[CH:21][CH:22]=1. (5) Given the reactants [CH2:1]([CH2:3][NH2:4])[OH:2].F[C:6]1[CH:7]=[C:8]([C:12]2[CH:13]=[C:14]([NH:19][C:20]3[N:25]=[C:24]([C:26]([F:29])([F:28])[F:27])[CH:23]=[CH:22][N:21]=3)[CH:15]=[C:16]([CH3:18])[CH:17]=2)[CH:9]=[N:10][CH:11]=1.[H-].[Na+], predict the reaction product. The product is: [CH3:18][C:16]1[CH:17]=[C:12]([C:8]2[CH:7]=[C:6]([NH:4][CH2:3][CH2:1][OH:2])[CH:11]=[N:10][CH:9]=2)[CH:13]=[C:14]([NH:19][C:20]2[N:25]=[C:24]([C:26]([F:28])([F:29])[F:27])[CH:23]=[CH:22][N:21]=2)[CH:15]=1. (6) Given the reactants [F:1][C:2]1[CH:10]=[CH:9][C:8]([CH2:11][C:12]2[C:21]3[C:16](=[CH:17][CH:18]=[CH:19][CH:20]=3)[C:15](=[O:22])[NH:14][N:13]=2)=[CH:7][C:3]=1[C:4](O)=[O:5].F[P-](F)(F)(F)(F)F.C[N+](C)=C(N(C)C)O.Cl.[Br:39][C:40]1[N:41]=[C:42]([C:49]([F:52])([F:51])[F:50])[N:43]2[CH2:48][CH2:47][NH:46][CH2:45][C:44]=12.C(N(CC)C(C)C)(C)C, predict the reaction product. The product is: [Br:39][C:40]1[N:41]=[C:42]([C:49]([F:51])([F:50])[F:52])[N:43]2[CH2:48][CH2:47][N:46]([C:4]([C:3]3[CH:7]=[C:8]([CH2:11][C:12]4[C:21]5[C:16](=[CH:17][CH:18]=[CH:19][CH:20]=5)[C:15](=[O:22])[NH:14][N:13]=4)[CH:9]=[CH:10][C:2]=3[F:1])=[O:5])[CH2:45][C:44]=12. (7) Given the reactants C(N(S(F)(F)[F:7])CC)C.C(=O)=O.CCO.[C:16]([NH:19][C@@H:20]1[C@@H:33]([O:34][CH2:35][C:36]2[CH:41]=[CH:40][CH:39]=[CH:38][CH:37]=2)[C@@H:32](O)[C@@H:31]([CH2:43][O:44][CH2:45][C:46]2[CH:51]=[CH:50][CH:49]=[CH:48][CH:47]=2)[O:30][C@@H:21]1[O:22][CH2:23][C:24]1[CH:29]=[CH:28][CH:27]=[CH:26][CH:25]=1)(=[O:18])[CH3:17].N1C=CC=CC=1, predict the reaction product. The product is: [C:16]([NH:19][C@@H:20]1[C@@H:33]([O:34][CH2:35][C:36]2[CH:41]=[CH:40][CH:39]=[CH:38][CH:37]=2)[C@H:32]([F:7])[C@@H:31]([CH2:43][O:44][CH2:45][C:46]2[CH:51]=[CH:50][CH:49]=[CH:48][CH:47]=2)[O:30][C@@H:21]1[O:22][CH2:23][C:24]1[CH:29]=[CH:28][CH:27]=[CH:26][CH:25]=1)(=[O:18])[CH3:17]. (8) Given the reactants [C:1]([N:4]1[C:12]2[C:11]([Cl:13])=[CH:10][C:9]([Cl:14])=[C:8]3[CH2:15][CH2:16][N:17](C(OC(C)(C)C)=O)[CH2:18][CH:6]([C:7]=23)[CH2:5]1)(=[O:3])[CH3:2].Cl.C(OCC)(=O)C.C(=O)(O)[O-].[Na+], predict the reaction product. The product is: [Cl:14][C:9]1[CH:10]=[C:11]([Cl:13])[C:12]2[N:4]([C:1](=[O:3])[CH3:2])[CH2:5][CH:6]3[CH2:18][NH:17][CH2:16][CH2:15][C:8]=1[C:7]=23. (9) Given the reactants [Cl:1][C:2]1[CH:18]=[CH:17][C:5]2[CH2:6][CH2:7][N:8]([C:11](=[O:16])[C:12]([F:15])([F:14])[F:13])[CH2:9][CH2:10][C:4]=2[C:3]=1OS(C(F)(F)F)(=O)=O.[F:27][C:28]1[CH:29]=[C:30]([C:34]#[CH:35])[CH:31]=[CH:32][CH:33]=1, predict the reaction product. The product is: [Cl:1][C:2]1[CH:18]=[CH:17][C:5]2[CH2:6][CH2:7][N:8]([C:11](=[O:16])[C:12]([F:13])([F:15])[F:14])[CH2:9][CH2:10][C:4]=2[C:3]=1[C:35]#[C:34][C:30]1[CH:31]=[CH:32][CH:33]=[C:28]([F:27])[CH:29]=1. (10) Given the reactants [N:1]1[CH:2]=[C:3]([C:10]([NH:12][C:13]2[CH:14]=[C:15]([C:20]3[N:24]=[C:23]([CH2:25][CH2:26][C:27]([O:29]C)=[O:28])[O:22][N:21]=3)[CH:16]=[CH:17][C:18]=2[CH3:19])=[O:11])[N:4]2[CH:9]=[CH:8][CH:7]=[CH:6][C:5]=12.[CH2:31]([Mg]Br)[CH3:32].[CH2:35]1COCC1, predict the reaction product. The product is: [N:1]1[CH:2]=[C:3]([C:10]([NH:12][C:13]2[CH:14]=[C:15]([C:20]3[N:24]=[C:23]([CH2:25][CH2:26][C:27]([O:29][CH:31]([CH3:32])[CH3:35])=[O:28])[O:22][N:21]=3)[CH:16]=[CH:17][C:18]=2[CH3:19])=[O:11])[N:4]2[CH:9]=[CH:8][CH:7]=[CH:6][C:5]=12.